From a dataset of Catalyst prediction with 721,799 reactions and 888 catalyst types from USPTO. Predict which catalyst facilitates the given reaction. (1) Reactant: [C@@H:1]1([N:10]2[C:20]3[N:19]=[C:17]([NH2:18])[NH:16][C:14](=[O:15])[C:13]=3[N:12]=[CH:11]2)[O:9][C@H:6]([CH2:7]O)[C@@H:4]([OH:5])[C@H:2]1[OH:3].CN(C)P(=O)(N(C)C)N(C)C.S(Cl)([Cl:34])=O. Product: [Cl:34][CH2:7][C@H:6]1[O:9][C@@H:1]([N:10]2[C:20]3[N:19]=[C:17]([NH2:18])[NH:16][C:14](=[O:15])[C:13]=3[N:12]=[CH:11]2)[C@H:2]([OH:3])[C@@H:4]1[OH:5]. The catalyst class is: 6. (2) The catalyst class is: 3. Product: [O:8]1[C:7]2[CH:11]=[CH:12][C:4]([NH:1][C:2](=[O:3])[NH:20][CH:21]3[CH2:22][CH2:23][CH:24]([N:27]4[CH2:30][CH:29]([NH:31][C:32]([CH2:34][NH:35][C:36](=[O:47])[C:37]5[CH:42]=[CH:41][CH:40]=[C:39]([C:43]([F:44])([F:45])[F:46])[CH:38]=5)=[O:33])[CH2:28]4)[CH2:25][CH2:26]3)=[CH:5][C:6]=2[O:10][CH2:9]1. Reactant: [N:1]([C:4]1[CH:12]=[CH:11][C:7]2[O:8][CH2:9][O:10][C:6]=2[CH:5]=1)=[C:2]=[O:3].OC(C(F)(F)F)=O.[NH2:20][CH:21]1[CH2:26][CH2:25][CH:24]([N:27]2[CH2:30][CH:29]([NH:31][C:32]([CH2:34][NH:35][C:36](=[O:47])[C:37]3[CH:42]=[CH:41][CH:40]=[C:39]([C:43]([F:46])([F:45])[F:44])[CH:38]=3)=[O:33])[CH2:28]2)[CH2:23][CH2:22]1. (3) Reactant: [CH3:1]CN(CC)CC.[C:8](Cl)(Cl)=[S:9].[NH2:12][C:13]1[CH:14]=[N:15][CH:16]=[CH:17][C:18]=1[O:19][CH:20]1[CH2:23][N:22]([C:24]([O-:26])=[O:25])[CH2:21]1.[CH2:27]1[CH2:31]OC[CH2:28]1. Product: [N:12]([C:13]1[CH:14]=[N:15][CH:16]=[CH:17][C:18]=1[O:19][CH:20]1[CH2:21][N:22]([C:24]([O:26][C:27]([CH3:28])([CH3:31])[CH3:1])=[O:25])[CH2:23]1)=[C:8]=[S:9]. The catalyst class is: 25.